From a dataset of Catalyst prediction with 721,799 reactions and 888 catalyst types from USPTO. Predict which catalyst facilitates the given reaction. (1) The catalyst class is: 11. Product: [C:13]1([CH:5]([C:6]([O:8][C:9]([CH3:12])([CH3:11])[CH3:10])=[O:7])[C@H:4]([NH2:19])[CH:3]=[O:20])[CH:14]=[CH:15][CH:16]=[CH:17][CH:18]=1. Reactant: CN(OC)[C:3](=[O:20])[C@@H:4]([NH2:19])[CH:5]([C:13]1[CH:18]=[CH:17][CH:16]=[CH:15][CH:14]=1)[C:6]([O:8][C:9]([CH3:12])([CH3:11])[CH3:10])=[O:7].[H-].COCCO[Al+]OCCOC.[Na+].[H-]. (2) Reactant: [Cl:1][C:2]1[S:6][C:5]([C:7]([NH:9][CH2:10][C:11]2[N:12]=[CH:13][N:14]([C:16]3[CH:21]=[CH:20][C:19]([N:22]4[CH:27]=[CH:26][CH:25]=[C:24]([O:28]C)[C:23]4=[O:30])=[CH:18][CH:17]=3)[CH:15]=2)=[O:8])=[CH:4][CH:3]=1.B(Br)(Br)Br. Product: [Cl:1][C:2]1[S:6][C:5]([C:7]([NH:9][CH2:10][C:11]2[N:12]=[CH:13][N:14]([C:16]3[CH:17]=[CH:18][C:19]([N:22]4[CH:27]=[CH:26][CH:25]=[C:24]([OH:28])[C:23]4=[O:30])=[CH:20][CH:21]=3)[CH:15]=2)=[O:8])=[CH:4][CH:3]=1. The catalyst class is: 2. (3) Reactant: C([O:3][C:4](=[O:22])[CH2:5][CH:6]([C@@H:8]1[CH2:12][C:11]([F:14])([F:13])[CH2:10][N:9]1[C:15]([O:17][C:18]([CH3:21])([CH3:20])[CH3:19])=[O:16])[CH3:7])C.O[Li].O. Product: [C:18]([O:17][C:15]([N:9]1[CH2:10][C:11]([F:13])([F:14])[CH2:12][C@H:8]1[CH:6]([CH3:7])[CH2:5][C:4]([OH:22])=[O:3])=[O:16])([CH3:21])([CH3:19])[CH3:20]. The catalyst class is: 8. (4) Reactant: [CH2:1]([C:3]1[C:4]([NH:29][C:30]([O:32][CH2:33][C@@H:34]2[CH2:39][O:38][CH2:37][CH2:36][N:35]2C(OC(C)(C)C)=O)=[O:31])=[CH:5][N:6]2[C:11]=1[C:10]([NH:12][C:13]1[CH:14]=[C:15]3[C:19](=[CH:20][CH:21]=1)[N:18]([CH2:22][C:23]1[CH:28]=[CH:27][CH:26]=[CH:25][CH:24]=1)[N:17]=[CH:16]3)=[N:9][CH:8]=[N:7]2)[CH3:2].FC(F)(F)C(O)=O.C(=O)([O-])[O-].[Na+].[Na+]. Product: [CH2:1]([C:3]1[C:4]([NH:29][C:30](=[O:31])[O:32][CH2:33][C@@H:34]2[CH2:39][O:38][CH2:37][CH2:36][NH:35]2)=[CH:5][N:6]2[C:11]=1[C:10]([NH:12][C:13]1[CH:14]=[C:15]3[C:19](=[CH:20][CH:21]=1)[N:18]([CH2:22][C:23]1[CH:24]=[CH:25][CH:26]=[CH:27][CH:28]=1)[N:17]=[CH:16]3)=[N:9][CH:8]=[N:7]2)[CH3:2]. The catalyst class is: 2. (5) Reactant: [I:1][C:2]1[CH:10]=[CH:9][C:5]([C:6](Cl)=[O:7])=[CH:4][CH:3]=1.[CH2:11]([N:13]1[CH2:18][CH2:17][NH:16][CH2:15][CH2:14]1)[CH3:12].C(=O)([O-])[O-].[K+].[K+]. Product: [CH2:11]([N:13]1[CH2:18][CH2:17][N:16]([C:6]([C:5]2[CH:9]=[CH:10][C:2]([I:1])=[CH:3][CH:4]=2)=[O:7])[CH2:15][CH2:14]1)[CH3:12]. The catalyst class is: 4. (6) Reactant: N1CC[O:4]CC1.[Li]CCCC.CCCCCC.Br[C:19]1[C:26]([O:27][CH3:28])=[CH:25][C:24]([O:29][CH3:30])=[CH:23][C:20]=1[CH:21]=[O:22].[N+](C1C=CC=CC=1O)([O-])=O.Cl. Product: [OH:4][C:19]1[C:26]([O:27][CH3:28])=[CH:25][C:24]([O:29][CH3:30])=[CH:23][C:20]=1[CH:21]=[O:22]. The catalyst class is: 1. (7) Reactant: [CH2:1]([CH:3]([C:6]1[C:10]([CH2:11][CH2:12][CH2:13][OH:14])=[CH:9][N:8]([C:15]2[N:20]=[CH:19][C:18]([C:21]([F:24])([F:23])[F:22])=[CH:17][N:16]=2)[N:7]=1)[CH2:4][CH3:5])[CH3:2].O[C:26]1[C:31]([O:32][CH3:33])=[CH:30][CH:29]=[CH:28][C:27]=1[CH2:34][C:35]([O:37]C)=[O:36].C(P(CCCC)CCCC)CCC.N(C(N1CCCCC1)=O)=NC(N1CCCCC1)=O. Product: [CH2:1]([CH:3]([C:6]1[C:10]([CH2:11][CH2:12][CH2:13][O:14][C:26]2[C:31]([O:32][CH3:33])=[CH:30][CH:29]=[CH:28][C:27]=2[CH2:34][C:35]([OH:37])=[O:36])=[CH:9][N:8]([C:15]2[N:16]=[CH:17][C:18]([C:21]([F:22])([F:24])[F:23])=[CH:19][N:20]=2)[N:7]=1)[CH2:4][CH3:5])[CH3:2]. The catalyst class is: 7. (8) The catalyst class is: 4. Reactant: Cl.[CH3:2][O:3][C:4]1[CH:5]=[C:6]([C:12]2[CH:13]([CH3:25])[CH2:14][C:15](=[O:24])[N:16]([CH:18]3[CH2:23][CH2:22][NH:21][CH2:20][CH2:19]3)[N:17]=2)[CH:7]=[CH:8][C:9]=1[O:10][CH3:11].C(N(CC)CC)C.[C:33](OC(=O)C)(=[O:35])[CH3:34]. Product: [C:33]([N:21]1[CH2:22][CH2:23][CH:18]([N:16]2[C:15](=[O:24])[CH2:14][CH:13]([CH3:25])[C:12]([C:6]3[CH:7]=[CH:8][C:9]([O:10][CH3:11])=[C:4]([O:3][CH3:2])[CH:5]=3)=[N:17]2)[CH2:19][CH2:20]1)(=[O:35])[CH3:34].